From a dataset of Reaction yield outcomes from USPTO patents with 853,638 reactions. Predict the reaction yield, written as a fraction of the theoretical maximum amount of product (1.0 means a 100% yield; for example, 0.34 means a 34% yield). (1) The reactants are C[O:2][C:3](=O)[CH:4]([N:15]1[CH2:20][CH2:19][N:18]([C:21]([O:23][C:24]([CH3:27])([CH3:26])[CH3:25])=[O:22])[CH2:17][CH2:16]1)[CH2:5][C:6]1[CH:11]=[CH:10][CH:9]=[CH:8][C:7]=1[N+:12]([O-])=O.O=C1C(C2CCN(C(OC(C)(C)C)=O)CC2)CC2C(=CC=CC=2)N1. No catalyst specified. The product is [O:2]=[C:3]1[CH:4]([N:15]2[CH2:20][CH2:19][N:18]([C:21]([O:23][C:24]([CH3:26])([CH3:25])[CH3:27])=[O:22])[CH2:17][CH2:16]2)[CH2:5][C:6]2[C:7](=[CH:8][CH:9]=[CH:10][CH:11]=2)[NH:12]1. The yield is 1.00. (2) The reactants are [C:1]([SiH2:5][O:6][C:7]([CH3:17])([CH3:16])[C:8]1[CH:9]=[CH:10][C:11]([F:15])=[C:12]([OH:14])[CH:13]=1)([CH3:4])([CH3:3])[CH3:2].N1C=CN=C1.[C:23]([Si:27](Cl)([CH3:29])[CH3:28])([CH3:26])([CH3:25])[CH3:24]. The product is [C:23]([Si:27]([CH3:29])([CH3:28])[O:14][C:12]1[CH:13]=[C:8]([C:7]([CH3:17])([CH3:16])[O:6][SiH2:5][C:1]([CH3:4])([CH3:2])[CH3:3])[CH:9]=[CH:10][C:11]=1[F:15])([CH3:26])([CH3:25])[CH3:24]. The yield is 0.680. The catalyst is CN(C=O)C. (3) The reactants are [C:1]1([OH:7])[CH:6]=[CH:5][CH:4]=[CH:3][CH:2]=1.CC(C)([O-])C.[Na+].Cl[C:15]1[C:20]([Cl:21])=[CH:19][C:18]([NH2:22])=[C:17]([N+:23]([O-:25])=[O:24])[CH:16]=1.O. The catalyst is CN(C=O)C. The product is [Cl:21][C:20]1[C:15]([O:7][C:1]2[CH:6]=[CH:5][CH:4]=[CH:3][CH:2]=2)=[CH:16][C:17]([N+:23]([O-:25])=[O:24])=[C:18]([NH2:22])[CH:19]=1. The yield is 0.640. (4) The reactants are [CH2:1]([O:9][C:10]1[CH:18]=[CH:17][C:13]([C:14](O)=[O:15])=[CH:12][C:11]=1[C:19]([F:22])([F:21])[F:20])[CH2:2][CH2:3][CH2:4][CH2:5][CH2:6][CH2:7][CH3:8].O.[NH2:24][NH2:25]. No catalyst specified. The product is [CH2:1]([O:9][C:10]1[CH:18]=[CH:17][C:13]([C:14]([NH:24][NH2:25])=[O:15])=[CH:12][C:11]=1[C:19]([F:22])([F:21])[F:20])[CH2:2][CH2:3][CH2:4][CH2:5][CH2:6][CH2:7][CH3:8]. The yield is 1.01. (5) The reactants are [Cl-].C[Al+]C.CCCCCC.[NH2:11][C:12]1[CH:17]=[CH:16][C:15]([I:18])=[CH:14][C:13]=1[S:19]([NH2:22])(=[O:21])=[O:20].[C:23]([C:25]1[C:26](=[O:41])[N:27]([CH2:36][CH2:37][CH:38]([CH3:40])[CH3:39])[C:28]2[C:33]([C:34]=1[OH:35])=[CH:32][CH:31]=[CH:30][CH:29]=2)#N.[OH-].[Na+].Cl. The catalyst is O1CCOCC1.O. The product is [OH:35][C:34]1[C:33]2[C:28](=[CH:29][CH:30]=[CH:31][CH:32]=2)[N:27]([CH2:36][CH2:37][CH:38]([CH3:39])[CH3:40])[C:26](=[O:41])[C:25]=1[C:23]1[NH:11][C:12]2[CH:17]=[CH:16][C:15]([I:18])=[CH:14][C:13]=2[S:19](=[O:21])(=[O:20])[N:22]=1. The yield is 0.230.